This data is from Full USPTO retrosynthesis dataset with 1.9M reactions from patents (1976-2016). The task is: Predict the reactants needed to synthesize the given product. The reactants are: [CH3:1][O:2][C:3]([C@@H:5]1[CH2:10][C@H:9]2[C:11]([CH3:13])([CH3:12])[C@:6]1([CH3:14])[CH2:7][CH2:8]2)=[O:4].CC(O)=[O:17]. Given the product [CH3:1][O:2][C:3]([C@@H:5]1[CH2:10][C@H:9]2[C:11]([CH3:13])([CH3:12])[C@:6]1([CH3:14])[CH2:7][C:8]2=[O:17])=[O:4], predict the reactants needed to synthesize it.